From a dataset of Full USPTO retrosynthesis dataset with 1.9M reactions from patents (1976-2016). Predict the reactants needed to synthesize the given product. Given the product [Cl:1][C:2]1[CH:3]=[CH:4][C:5]2[S:9][C:8]([S:10]([NH:24][C:23]3[CH:25]=[CH:26][CH:27]=[C:21]([C:20]4[O:16][CH:17]=[N:18][CH:19]=4)[CH:22]=3)(=[O:12])=[O:11])=[C:7]([CH3:14])[C:6]=2[CH:15]=1, predict the reactants needed to synthesize it. The reactants are: [Cl:1][C:2]1[CH:3]=[CH:4][C:5]2[S:9][C:8]([S:10](Cl)(=[O:12])=[O:11])=[C:7]([CH3:14])[C:6]=2[CH:15]=1.[O:16]1[C:20]([C:21]2[CH:22]=[C:23]([CH:25]=[CH:26][CH:27]=2)[NH2:24])=[CH:19][N:18]=[CH:17]1.